From a dataset of Catalyst prediction with 721,799 reactions and 888 catalyst types from USPTO. Predict which catalyst facilitates the given reaction. (1) Reactant: [OH:1][C:2]1[CH:22]=[CH:21][C:5]([CH2:6][N:7]2[CH2:12][C@@H:11]3[CH2:13][C@H:8]2[CH2:9][N:10]3C(OC(C)(C)C)=O)=[CH:4][CH:3]=1.[ClH:23]. Product: [ClH:23].[ClH:23].[C@H:8]12[CH2:13][C@H:11]([NH:10][CH2:9]1)[CH2:12][N:7]2[CH2:6][C:5]1[CH:21]=[CH:22][C:2]([OH:1])=[CH:3][CH:4]=1. The catalyst class is: 2. (2) Reactant: FC(F)(F)C(O)=O.[C:8]([C:12]1[CH:63]=[CH:62][C:15]2[NH:16][C:17]([CH2:19][CH2:20][CH:21]3[CH2:24][CH:23]([N:25]([CH2:30][C@@H:31]4[C@H:35]5[O:36]C(C)(C)[O:38][C@H:34]5[C@H:33]([N:41]5[C:45]6[N:46]=[CH:47][N:48]=[C:49]([NH:50]CC7C=CC(OC)=CC=7OC)[C:44]=6[CH:43]=[CH:42]5)[CH2:32]4)[CH2:26][CH:27]4[CH2:29][CH2:28]4)[CH2:22]3)=[N:18][C:14]=2[CH:13]=1)([CH3:11])([CH3:10])[CH3:9].C([SiH](CC)CC)C.C([O-])([O-])=O.[K+].[K+]. Product: [NH2:50][C:49]1[C:44]2[CH:43]=[CH:42][N:41]([C@@H:33]3[CH2:32][C@H:31]([CH2:30][N:25]([CH:23]4[CH2:22][CH:21]([CH2:20][CH2:19][C:17]5[NH:16][C:15]6[CH:62]=[CH:63][C:12]([C:8]([CH3:9])([CH3:10])[CH3:11])=[CH:13][C:14]=6[N:18]=5)[CH2:24]4)[CH2:26][CH:27]4[CH2:29][CH2:28]4)[C@@H:35]([OH:36])[C@H:34]3[OH:38])[C:45]=2[N:46]=[CH:47][N:48]=1. The catalyst class is: 24. (3) Reactant: [CH:1]1[C:2]([CH2:10][C@@H:11]([NH2:28])[CH2:12][C:13]([N:15]2[CH2:27][C:19]3=[N:20][N:21]=[C:22]([C:23]([F:26])([F:25])[F:24])[N:18]3[CH2:17][CH2:16]2)=[O:14])=[C:3]([F:9])[CH:4]=[C:5]([F:8])[C:6]=1[F:7].[CH3:29][S:30]([OH:33])(=[O:32])=[O:31]. Product: [CH:1]1[C:2]([CH2:10][C@@H:11]([NH2:28])[CH2:12][C:13]([N:15]2[CH2:27][C:19]3=[N:20][N:21]=[C:22]([C:23]([F:26])([F:25])[F:24])[N:18]3[CH2:17][CH2:16]2)=[O:14])=[C:3]([F:9])[CH:4]=[C:5]([F:8])[C:6]=1[F:7].[CH3:29][S:30]([O-:33])(=[O:32])=[O:31]. The catalyst class is: 5. (4) Reactant: [CH2:1]([S:4]([O:7][C:8]1[CH:13]=[CH:12][C:11]([CH2:14][OH:15])=[C:10]([O:16][C:17]2[C:22]([Cl:23])=[CH:21][C:20]([C:24]([F:27])([F:26])[F:25])=[CH:19][N:18]=2)[CH:9]=1)(=[O:6])=[O:5])[CH2:2][CH3:3].[CH2:28]([S:33]([NH2:36])(=[O:35])=[O:34])[CH2:29][CH2:30][CH2:31][CH3:32].N12CCCN=C1CCCCC2.Cl.CN(C)[CH:51]=[O:52]. Product: [CH2:1]([S:4]([O:7][C:8]1[CH:13]=[CH:12][C:11]([CH2:14][O:15][C:51]([NH:36][S:33]([CH2:28][CH2:29][CH2:30][CH2:31][CH3:32])(=[O:35])=[O:34])=[O:52])=[C:10]([O:16][C:17]2[C:22]([Cl:23])=[CH:21][C:20]([C:24]([F:26])([F:27])[F:25])=[CH:19][N:18]=2)[CH:9]=1)(=[O:6])=[O:5])[CH2:2][CH3:3]. The catalyst class is: 13. (5) Reactant: [CH3:1][O:2][C:3]1[CH:8]=[CH:7][C:6]([CH:9]2[CH2:14][N:13](C(OC(C)(C)C)=O)[CH2:12][CH2:11][N:10]2[C:22]([O:24][CH2:25][CH3:26])=[O:23])=[CH:5][CH:4]=1.C(=O)(O)[O-].[Na+]. Product: [CH3:1][O:2][C:3]1[CH:4]=[CH:5][C:6]([CH:9]2[CH2:14][NH:13][CH2:12][CH2:11][N:10]2[C:22]([O:24][CH2:25][CH3:26])=[O:23])=[CH:7][CH:8]=1. The catalyst class is: 601. (6) Reactant: C([N:8]1[CH2:12][CH2:11][CH:10]([O:13][C:14]([N:16]2[CH2:21][CH2:20][CH:19]([O:22][C:23]3[CH:28]=[C:27]([N:29]4[C:37]5[C:32](=[CH:33][C:34]([S:38]([CH3:41])(=[O:40])=[O:39])=[CH:35][CH:36]=5)[CH2:31][CH2:30]4)[N:26]=[CH:25][N:24]=3)[CH2:18][CH2:17]2)=[O:15])[CH2:9]1)C1C=CC=CC=1.[H][H]. Product: [NH:8]1[CH2:12][CH2:11][CH:10]([O:13][C:14]([N:16]2[CH2:21][CH2:20][CH:19]([O:22][C:23]3[CH:28]=[C:27]([N:29]4[C:37]5[C:32](=[CH:33][C:34]([S:38]([CH3:41])(=[O:40])=[O:39])=[CH:35][CH:36]=5)[CH2:31][CH2:30]4)[N:26]=[CH:25][N:24]=3)[CH2:18][CH2:17]2)=[O:15])[CH2:9]1. The catalyst class is: 29.